This data is from Forward reaction prediction with 1.9M reactions from USPTO patents (1976-2016). The task is: Predict the product of the given reaction. (1) Given the reactants [OH-].[Na+:2].C[O:4][C:5](=[O:21])[CH2:6][C:7]1[NH:8][C:9](=[O:20])[C:10]([Cl:19])=[C:11]([N:13]2[CH2:18][CH2:17][O:16][CH2:15][CH2:14]2)[N:12]=1, predict the reaction product. The product is: [Cl:19][C:10]1[C:9](=[O:20])[NH:8][C:7]([CH2:6][C:5]([O-:21])=[O:4])=[N:12][C:11]=1[N:13]1[CH2:14][CH2:15][O:16][CH2:17][CH2:18]1.[Na+:2]. (2) Given the reactants [CH2:1]([O:3][C:4](=[O:11])[CH:5]([NH2:10])[C:6]([F:9])([F:8])[F:7])[CH3:2].[C:12]1([CH3:24])[CH:17]=[C:16]([CH3:18])[CH:15]=[C:14]([CH3:19])[C:13]=1[S:20](Cl)(=[O:22])=[O:21].S(Cl)(Cl)(=O)=O, predict the reaction product. The product is: [CH2:1]([O:3][C:4](=[O:11])[CH:5]([NH:10][S:20]([C:13]1[C:14]([CH3:19])=[CH:15][C:16]([CH3:18])=[CH:17][C:12]=1[CH3:24])(=[O:22])=[O:21])[C:6]([F:7])([F:8])[F:9])[CH3:2]. (3) Given the reactants [CH2:1]([O:8][NH:9][CH2:10][C:11]1([C:17]([OH:19])=[O:18])[CH2:16][CH2:15][CH2:14][CH2:13][CH2:12]1)[C:2]1[CH:7]=[CH:6][CH:5]=[CH:4][CH:3]=1.[CH:20](O)=[O:21].C(OC(=O)C)(=O)C.O, predict the reaction product. The product is: [CH2:1]([O:8][N:9]([CH2:10][C:11]1([C:17]([OH:19])=[O:18])[CH2:16][CH2:15][CH2:14][CH2:13][CH2:12]1)[CH:20]=[O:21])[C:2]1[CH:7]=[CH:6][CH:5]=[CH:4][CH:3]=1. (4) Given the reactants C([O:8][C:9]1[C:14](=[O:15])[N:13]=[C:12]([CH2:16][C:17]2[CH:22]=[CH:21][CH:20]=[CH:19][C:18]=2Br)[N:11]2[CH2:24][CH2:25][N:26]([CH:29]([CH3:31])[CH3:30])[C:27](=[O:28])[C:10]=12)C1C=CC=CC=1.[Cl:32][C:33]1[CH:34]=[C:35](B(O)O)[CH:36]=[CH:37][C:38]=1[Cl:39].C([O-])([O-])=O.[Na+].[Na+].ClCCl, predict the reaction product. The product is: [Cl:32][C:33]1[CH:34]=[C:35]([C:18]2[CH:19]=[CH:20][CH:21]=[CH:22][C:17]=2[CH2:16][C:12]2[N:11]3[CH2:24][CH2:25][N:26]([CH:29]([CH3:30])[CH3:31])[C:27](=[O:28])[C:10]3=[C:9]([OH:8])[C:14](=[O:15])[N:13]=2)[CH:36]=[CH:37][C:38]=1[Cl:39].